From a dataset of Full USPTO retrosynthesis dataset with 1.9M reactions from patents (1976-2016). Predict the reactants needed to synthesize the given product. (1) The reactants are: [C:1]([O:5][C:6](=[O:39])[NH:7][C:8]1([C:12]2[CH:17]=[CH:16][C:15]([C:18]3[C:19]([C:33]4[CH:38]=[CH:37][CH:36]=[CH:35][CH:34]=4)=[CH:20][C:21]4[N:26]([CH2:27][CH2:28]C#N)[C:25](=[O:31])[CH2:24][O:23][C:22]=4[N:32]=3)=[CH:14][CH:13]=2)[CH2:11][CH2:10][CH2:9]1)([CH3:4])([CH3:3])[CH3:2].[O:40]=C1COC2N=C(C3C=CC(C4(NC(=O)OC(C)(C)C)CCC4)=CC=3)C(C3C=CC=CC=3)=CC=2N1.BrCCO. Given the product [C:1]([O:5][C:6](=[O:39])[NH:7][C:8]1([C:12]2[CH:17]=[CH:16][C:15]([C:18]3[C:19]([C:33]4[CH:38]=[CH:37][CH:36]=[CH:35][CH:34]=4)=[CH:20][C:21]4[N:26]([CH2:27][CH2:28][OH:40])[C:25](=[O:31])[CH2:24][O:23][C:22]=4[N:32]=3)=[CH:14][CH:13]=2)[CH2:9][CH2:10][CH2:11]1)([CH3:4])([CH3:2])[CH3:3], predict the reactants needed to synthesize it. (2) The reactants are: [Cl:1][C:2]1[C:7]2[CH2:8][CH:9]([CH3:11])[O:10][C:6]=2[C:5]([C:12]2(O)[C@H:17]([O:18][Si](C)(C)C)[C@@H:16]([O:23][Si](C)(C)C)[C@H:15]([O:28][Si](C)(C)C)[C@@H:14]([CH2:33][O:34][Si](C)(C)C)[O:13]2)=[CH:4][C:3]=1[CH2:40][C:41]1[CH:46]=[CH:45][C:44]([O:47][CH2:48][CH3:49])=[CH:43][CH:42]=1.CS(O)(=O)=O.C([O-])(O)=O.[Na+].C([SiH](CC)CC)C.B(F)(F)F.CCOCC. Given the product [Cl:1][C:2]1[C:7]2[CH2:8][CH:9]([CH3:11])[O:10][C:6]=2[C:5]([C@H:12]2[C@H:17]([OH:18])[C@@H:16]([OH:23])[C@H:15]([OH:28])[C@@H:14]([CH2:33][OH:34])[O:13]2)=[CH:4][C:3]=1[CH2:40][C:41]1[CH:42]=[CH:43][C:44]([O:47][CH2:48][CH3:49])=[CH:45][CH:46]=1, predict the reactants needed to synthesize it.